The task is: Predict which catalyst facilitates the given reaction.. This data is from Catalyst prediction with 721,799 reactions and 888 catalyst types from USPTO. (1) Reactant: [CH2:1]([C@H:8]1[CH2:12][O:11][C:10](=[O:13])[N:9]1[C:14](=[O:44])[C@@H:15]([OH:43])[CH2:16][C@@H:17]1[CH2:22][CH2:21][C@@H:20]([O:23][CH2:24][C:25]2[CH:30]=[CH:29][C:28]([O:31][CH3:32])=[CH:27][CH:26]=2)[CH2:19][N:18]1[S:33]([C:36]1[CH:41]=[CH:40][C:39]([CH3:42])=[CH:38][CH:37]=1)(=[O:35])=[O:34])[C:2]1[CH:7]=[CH:6][CH:5]=[CH:4][CH:3]=1.[CH3:45]N(C)C1C2C(=CC=CC=2N(C)C)C=CC=1.F[B-](F)(F)F.C[O+](C)C. Product: [CH2:1]([C@H:8]1[CH2:12][O:11][C:10](=[O:13])[N:9]1[C:14](=[O:44])[C@@H:15]([O:43][CH3:45])[CH2:16][C@@H:17]1[CH2:22][CH2:21][C@@H:20]([O:23][CH2:24][C:25]2[CH:30]=[CH:29][C:28]([O:31][CH3:32])=[CH:27][CH:26]=2)[CH2:19][N:18]1[S:33]([C:36]1[CH:37]=[CH:38][C:39]([CH3:42])=[CH:40][CH:41]=1)(=[O:34])=[O:35])[C:2]1[CH:3]=[CH:4][CH:5]=[CH:6][CH:7]=1. The catalyst class is: 4. (2) Reactant: C[O:2][C:3](=O)[CH2:4][C:5]1[CH:10]=[CH:9][CH:8]=[C:7]([O:11][CH2:12][CH2:13][CH2:14][N:15]([CH2:30][C:31]2[CH:36]=[CH:35][CH:34]=[C:33]([C:37]([F:40])([F:39])[F:38])[C:32]=2[Cl:41])[CH2:16][CH:17]([C:24]2[CH:29]=[CH:28][CH:27]=[CH:26][CH:25]=2)[C:18]2[CH:23]=[CH:22][CH:21]=[CH:20][CH:19]=2)[CH:6]=1.CC(C[AlH]CC(C)C)C. Product: [Cl:41][C:32]1[C:33]([C:37]([F:38])([F:39])[F:40])=[CH:34][CH:35]=[CH:36][C:31]=1[CH2:30][N:15]([CH2:16][CH:17]([C:24]1[CH:25]=[CH:26][CH:27]=[CH:28][CH:29]=1)[C:18]1[CH:23]=[CH:22][CH:21]=[CH:20][CH:19]=1)[CH2:14][CH2:13][CH2:12][O:11][C:7]1[CH:6]=[C:5]([CH2:4][CH:3]=[O:2])[CH:10]=[CH:9][CH:8]=1. The catalyst class is: 11. (3) Reactant: [O:1]1[CH2:5][CH2:4][O:3][CH:2]1[C:6]1[S:10][CH:9]=[C:8]([C:11]([C:17]2[CH:22]=[CH:21][CH:20]=[CH:19][CH:18]=2)([OH:16])[CH2:12][CH2:13][CH2:14][OH:15])[CH:7]=1.C(N(CC)C(C)C)(C)C.[CH3:32][S:33](Cl)(=[O:35])=[O:34]. Product: [CH3:32][S:33]([O:15][CH2:14][CH2:13][CH2:12][C:11]([C:8]1[CH:7]=[C:6]([CH:2]2[O:3][CH2:4][CH2:5][O:1]2)[S:10][CH:9]=1)([OH:16])[C:17]1[CH:22]=[CH:21][CH:20]=[CH:19][CH:18]=1)(=[O:35])=[O:34]. The catalyst class is: 2. (4) Reactant: [C:1](Cl)(=[O:6])[C:2]([CH3:5])([CH3:4])[CH3:3].[Br:8][C:9]1[C:10]([F:19])=[C:11]2[C:17]([NH2:18])=[CH:16][NH:15][C:12]2=[N:13][CH:14]=1. Product: [Br:8][C:9]1[C:10]([F:19])=[C:11]2[C:17]([NH:18][C:1](=[O:6])[C:2]([CH3:5])([CH3:4])[CH3:3])=[CH:16][NH:15][C:12]2=[N:13][CH:14]=1. The catalyst class is: 17. (5) Reactant: I[C:2]1[CH:3]=[CH:4][CH:5]=[C:6]2[C:10]=1[C:9](=[O:11])[NH:8][CH2:7]2.C(N(CC)CC)C.C1(P(C2C=CC=CC=2)C2C=CC=CC=2)C=CC=CC=1.[CH3:38][Si:39]([C:42]#[CH:43])([CH3:41])[CH3:40]. Product: [CH3:38][Si:39]([C:42]#[C:43][C:2]1[CH:3]=[CH:4][CH:5]=[C:6]2[C:10]=1[C:9](=[O:11])[NH:8][CH2:7]2)([CH3:41])[CH3:40]. The catalyst class is: 122. (6) Reactant: [C:1]([O:5][C:6]([NH:8][C@@H:9]([CH3:23])[CH2:10][N:11]1[C:19]2[C:14](=[CH:15][CH:16]=[C:17]3[O:22][CH2:21][CH2:20][C:18]3=2)[CH:13]=[CH:12]1)=[O:7])([CH3:4])([CH3:3])[CH3:2].C([BH3-])#N.[Na+].[OH-].[NH4+]. Product: [C:1]([O:5][C:6]([NH:8][C@@H:9]([CH3:23])[CH2:10][N:11]1[C:19]2[C:14](=[CH:15][CH:16]=[C:17]3[O:22][CH2:21][CH2:20][C:18]3=2)[CH2:13][CH2:12]1)=[O:7])([CH3:4])([CH3:2])[CH3:3]. The catalyst class is: 15. (7) Reactant: C(OC(=O)[NH:7][CH:8]1[CH2:12][C:11](=[O:13])[N:10]([C:14]2[CH:19]=[CH:18][C:17](/[CH:20]=[CH:21]/[C:22]3[CH:27]=[CH:26][CH:25]=[C:24]([F:28])[CH:23]=3)=[CH:16][CH:15]=2)[CH2:9]1)(C)(C)C.[ClH:30]. Product: [ClH:30].[NH2:7][CH:8]1[CH2:9][N:10]([C:14]2[CH:15]=[CH:16][C:17](/[CH:20]=[CH:21]/[C:22]3[CH:27]=[CH:26][CH:25]=[C:24]([F:28])[CH:23]=3)=[CH:18][CH:19]=2)[C:11](=[O:13])[CH2:12]1. The catalyst class is: 7. (8) Reactant: [CH2:1]([O:8][C:9]1[CH:16]=[CH:15][C:12]([CH:13]=O)=[C:11]([I:17])[CH:10]=1)[C:2]1[CH:7]=[CH:6][CH:5]=[CH:4][CH:3]=1.[CH3:18][C:19]([CH3:21])=[O:20].[OH-].[Na+]. Product: [CH2:1]([O:8][C:9]1[CH:16]=[CH:15][C:12]([CH:13]=[CH:18][C:19](=[O:20])[CH3:21])=[C:11]([I:17])[CH:10]=1)[C:2]1[CH:7]=[CH:6][CH:5]=[CH:4][CH:3]=1. The catalyst class is: 6.